Dataset: Reaction yield outcomes from USPTO patents with 853,638 reactions. Task: Predict the reaction yield, written as a fraction of the theoretical maximum amount of product (1.0 means a 100% yield; for example, 0.34 means a 34% yield). (1) The reactants are [C:1]([C:3]1[CH:19]=[CH:18][C:6]([O:7][C:8]2[CH:9]=[CH:10][C:11]3[B:15]([OH:16])[O:14][CH2:13][C:12]=3[CH:17]=2)=[C:5]([O:20][CH2:21][C:22]([O:24]CC)=[O:23])[CH:4]=1)#[N:2].[OH-].[Na+].Cl. The catalyst is CO. The product is [C:22]([CH2:21][O:20][C:5]1[CH:4]=[C:3]([C:1]#[N:2])[CH:19]=[CH:18][C:6]=1[O:7][C:8]1[CH:9]=[CH:10][C:11]2[B:15]([OH:16])[O:14][CH2:13][C:12]=2[CH:17]=1)([OH:24])=[O:23]. The yield is 0.410. (2) The reactants are [CH2:1]([N:3]1[C:8](=[O:9])[C:7]2=[N:10][O:11][C:12]([CH3:13])=[C:6]2[C:5]([C:14]2[CH:19]=[CH:18][CH:17]=[CH:16][CH:15]=2)=[N:4]1)[CH3:2]. The catalyst is [Pd].C(O)C. The product is [C:12]([C:6]1[C:5]([C:14]2[CH:15]=[CH:16][CH:17]=[CH:18][CH:19]=2)=[N:4][N:3]([CH2:1][CH3:2])[C:8](=[O:9])[C:7]=1[NH2:10])(=[O:11])[CH3:13]. The yield is 0.980. (3) The reactants are [Cl:1][C:2]1[CH:7]=[CH:6][N:5]=[C:4]2[CH:8]=[C:9]([CH:11]=[N:12]O)[S:10][C:3]=12.CCOC(C)=O. The catalyst is C(OC(=O)C)(=O)C. The product is [Cl:1][C:2]1[CH:7]=[CH:6][N:5]=[C:4]2[CH:8]=[C:9]([C:11]#[N:12])[S:10][C:3]=12. The yield is 0.710. (4) The reactants are [Cl:1][C:2]1[CH:3]=[C:4]([CH3:14])[C:5]2[NH:10]C(=O)[O:8][C:7](=O)[C:6]=2[CH:13]=1.C(OCC)(=O)C.C(O)(=O)C.[CH3:25][NH2:26]. The catalyst is O. The product is [NH2:10][C:5]1[C:4]([CH3:14])=[CH:3][C:2]([Cl:1])=[CH:13][C:6]=1[C:7]([NH:26][CH3:25])=[O:8]. The yield is 0.930. (5) The reactants are [CH3:1][O:2][C:3]1[NH:4][C:5](=[O:27])[C:6]([CH2:12][C:13]2[CH:18]=[CH:17][C:16]([C:19]3[C:20]([C:25]#[N:26])=[CH:21][CH:22]=[CH:23][CH:24]=3)=[CH:15][CH:14]=2)=[C:7]([CH2:9][CH2:10][CH3:11])[N:8]=1.[CH3:28][C:29]1([CH3:41])[CH2:33][C:32]2[CH:34]=[C:35](B(O)O)[CH:36]=[CH:37][C:31]=2[O:30]1.C(N(CC)CC)C.N1C=CC=CC=1. The catalyst is ClCCl.C(OCC)(=O)C.C([O-])(=O)C.[Cu+2].C([O-])(=O)C. The product is [CH3:28][C:29]1([CH3:41])[CH2:33][C:32]2[CH:34]=[C:35]([N:4]3[C:5](=[O:27])[C:6]([CH2:12][C:13]4[CH:18]=[CH:17][C:16]([C:19]5[C:20]([C:25]#[N:26])=[CH:21][CH:22]=[CH:23][CH:24]=5)=[CH:15][CH:14]=4)=[C:7]([CH2:9][CH2:10][CH3:11])[N:8]=[C:3]3[O:2][CH3:1])[CH:36]=[CH:37][C:31]=2[O:30]1. The yield is 0.510. (6) The reactants are C(N(CC)CC)C.[NH2:8][C:9]1[C:10]([I:23])=[C:11]([C:20](Cl)=[O:21])[C:12]([I:19])=[C:13]([C:17]=1[I:18])[C:14](Cl)=[O:15].[NH2:24][CH2:25][CH:26]([OH:29])[CH2:27][OH:28].[NH2:30][CH:31]([CH2:34][OH:35])[CH2:32][OH:33]. The yield is 0.570. The catalyst is CC(N(C)C)=O.O. The product is [NH2:8][C:9]1[C:10]([I:23])=[C:11]([C:20]([NH:24][CH2:25][CH:26]([OH:29])[CH2:27][OH:28])=[O:21])[C:12]([I:19])=[C:13]([C:17]=1[I:18])[C:14]([NH:30][CH:31]([CH2:34][OH:35])[CH2:32][OH:33])=[O:15]. (7) The reactants are Br[C:2]1[CH:3]=[C:4]([C:10]2[CH:15]=[CH:14][CH:13]=[C:12]([Cl:16])[CH:11]=2)[C:5]([O:8][CH3:9])=[N:6][CH:7]=1.[Li]CCCC.[F:22][C:23]1[CH:30]=[CH:29][C:26]([CH:27]=[O:28])=[CH:25][CH:24]=1. The catalyst is C1COCC1. The product is [Cl:16][C:12]1[CH:11]=[C:10]([C:4]2[CH:3]=[C:2]([CH:27]([C:26]3[CH:29]=[CH:30][C:23]([F:22])=[CH:24][CH:25]=3)[OH:28])[CH:7]=[N:6][C:5]=2[O:8][CH3:9])[CH:15]=[CH:14][CH:13]=1. The yield is 0.960.